Dataset: Catalyst prediction with 721,799 reactions and 888 catalyst types from USPTO. Task: Predict which catalyst facilitates the given reaction. (1) Reactant: [F:1][C:2]1[CH:7]=[C:6]([F:8])[CH:5]=[CH:4][C:3]=1[C:9]1[C:18]2[C:13](=[CH:14][C:15]([O:19]C)=[CH:16][CH:17]=2)[CH:12]=[C:11]([NH:21][C:22]2[CH:26]=[C:25]([CH3:27])[NH:24][N:23]=2)[N:10]=1.Br. Product: [F:1][C:2]1[CH:7]=[C:6]([F:8])[CH:5]=[CH:4][C:3]=1[C:9]1[C:18]2[C:13](=[CH:14][C:15]([OH:19])=[CH:16][CH:17]=2)[CH:12]=[C:11]([NH:21][C:22]2[CH:26]=[C:25]([CH3:27])[NH:24][N:23]=2)[N:10]=1. The catalyst class is: 15. (2) Reactant: [CH3:1][O:2][C:3]1[CH:26]=[C:25]([O:27][CH3:28])[CH:24]=[CH:23][C:4]=1[CH2:5][N:6]1[S:10](=[O:12])(=[O:11])[N:9]([CH2:13][C:14]2[S:18][C:17]([C:19](O)=[O:20])=[CH:16][CH:15]=2)[CH2:8][C:7]1=[O:22].O=S(Cl)Cl.[CH3:33][NH:34][CH2:35][CH2:36][C:37]1[CH:42]=[CH:41][CH:40]=[CH:39][CH:38]=1.C(N(CC)CC)C. Product: [CH3:33][N:34]([CH2:35][CH2:36][C:37]1[CH:42]=[CH:41][CH:40]=[CH:39][CH:38]=1)[C:19]([C:17]1[S:18][C:14]([CH2:13][N:9]2[CH2:8][C:7](=[O:22])[N:6]([CH2:5][C:4]3[CH:23]=[CH:24][C:25]([O:27][CH3:28])=[CH:26][C:3]=3[O:2][CH3:1])[S:10]2(=[O:12])=[O:11])=[CH:15][CH:16]=1)=[O:20]. The catalyst class is: 11. (3) The catalyst class is: 3. Reactant: [Br:1][C:2]1[N:7]=[C:6]([C:8]([OH:10])=O)[CH:5]=[CH:4][CH:3]=1.C1N=CN(C(N2C=NC=C2)=O)C=1.Cl.[NH2:24][CH2:25][C:26]1[CH:34]=[CH:33][CH:32]=[C:31]2[C:27]=1[C:28](=[O:44])[N:29]([CH:36]1[CH2:41][CH2:40][C:39](=[O:42])[NH:38][C:37]1=[O:43])[C:30]2=[O:35].C(N(CC)CC)C. Product: [O:43]=[C:37]1[CH:36]([N:29]2[C:28](=[O:44])[C:27]3[C:31](=[CH:32][CH:33]=[CH:34][C:26]=3[CH2:25][NH:24][C:8]([C:6]3[CH:5]=[CH:4][CH:3]=[C:2]([Br:1])[N:7]=3)=[O:10])[C:30]2=[O:35])[CH2:41][CH2:40][C:39](=[O:42])[NH:38]1. (4) The catalyst class is: 7. Product: [OH:18][CH:19]1[CH2:22][N:21]([C:23]2[S:24][CH:25]=[C:26]([C:28](=[O:47])[N:29]([CH3:46])[CH2:30][CH2:31][NH:32][C:33]([O:35][CH2:36][C:37]3[CH:42]=[CH:41][C:40]([N+:43]([O-:45])=[O:44])=[CH:39][CH:38]=3)=[O:34])[N:27]=2)[CH2:20]1. Reactant: [Si]([O:18][CH:19]1[CH2:22][N:21]([C:23]2[S:24][CH:25]=[C:26]([C:28](=[O:47])[N:29]([CH3:46])[CH2:30][CH2:31][NH:32][C:33]([O:35][CH2:36][C:37]3[CH:42]=[CH:41][C:40]([N+:43]([O-:45])=[O:44])=[CH:39][CH:38]=3)=[O:34])[N:27]=2)[CH2:20]1)(C(C)(C)C)(C1C=CC=CC=1)C1C=CC=CC=1.C(O)(=O)C.[F-].C([N+](CCCC)(CCCC)CCCC)CCC. (5) Reactant: [Cl:1][C:2]1[CH:7]=[CH:6][C:5]([C:8]([C:49]2[CH:54]=[CH:53][C:52]([Cl:55])=[CH:51][CH:50]=2)([OH:48])[CH2:9][NH:10][C:11]2[N:19]=[C:18]([N:20]3[CH2:24][CH2:23][C@@H:22]([NH:25]C(OC(C)(C)C)=O)[CH2:21]3)[N:17]=[C:16]3[C:12]=2[N:13]=[CH:14][N:15]3[C@@H:33]2[CH2:37][C@H:36]([NH:38][C:39]([CH2:41][O:42]C(=O)C)=[O:40])[C@@H:35]([OH:46])[C@H:34]2[OH:47])=[CH:4][CH:3]=1.Cl. Product: [NH2:25][C@@H:22]1[CH2:23][CH2:24][N:20]([C:18]2[N:17]=[C:16]3[C:12]([N:13]=[CH:14][N:15]3[C@@H:33]3[CH2:37][C@H:36]([NH:38][C:39](=[O:40])[CH2:41][OH:42])[C@@H:35]([OH:46])[C@H:34]3[OH:47])=[C:11]([NH:10][CH2:9][C:8]([C:49]3[CH:54]=[CH:53][C:52]([Cl:55])=[CH:51][CH:50]=3)([C:5]3[CH:6]=[CH:7][C:2]([Cl:1])=[CH:3][CH:4]=3)[OH:48])[N:19]=2)[CH2:21]1. The catalyst class is: 71. (6) Reactant: [CH3:1][C:2]1[N:7]=[C:6]([C:8]2[N:13]=[CH:12][C:11]3[CH:14]=[N:15][N:16]([C:17]4[N:22]=[C:21]([CH:23]5[CH2:28][CH2:27][N:26](C(OC(C)(C)C)=O)[CH2:25][CH2:24]5)[CH:20]=[CH:19][CH:18]=4)[C:10]=3[CH:9]=2)[CH:5]=[N:4][CH:3]=1.O1CCOCC1. Product: [CH3:1][C:2]1[N:7]=[C:6]([C:8]2[N:13]=[CH:12][C:11]3[CH:14]=[N:15][N:16]([C:17]4[CH:18]=[CH:19][CH:20]=[C:21]([CH:23]5[CH2:28][CH2:27][NH:26][CH2:25][CH2:24]5)[N:22]=4)[C:10]=3[CH:9]=2)[CH:5]=[N:4][CH:3]=1. The catalyst class is: 33. (7) Product: [BrH:39].[CH3:1][C:2]1[CH:11]=[CH:10][C:9]([N:12]2[CH2:17][CH2:16][N:15]([CH3:18])[CH2:14][CH2:13]2)=[C:8]2[C:3]=1[CH2:4][CH2:5][C@@H:6]([NH:19][C:20](=[O:33])[C:21]1[CH:26]=[CH:25][C:24]([N:27]3[CH2:32][CH2:31][O:30][CH2:29][CH2:28]3)=[CH:23][CH:22]=1)[CH2:7]2. The catalyst class is: 8. Reactant: [CH3:1][C:2]1[CH:11]=[CH:10][C:9]([N:12]2[CH2:17][CH2:16][N:15]([CH3:18])[CH2:14][CH2:13]2)=[C:8]2[C:3]=1[CH2:4][CH2:5][C@@H:6]([NH:19][C:20](=[O:33])[C:21]1[CH:26]=[CH:25][C:24]([N:27]3[CH2:32][CH2:31][O:30][CH2:29][CH2:28]3)=[CH:23][CH:22]=1)[CH2:7]2.N1C=CN=C1.[BrH:39].C(O)(=O)C.